Task: Regression. Given a peptide amino acid sequence and an MHC pseudo amino acid sequence, predict their binding affinity value. This is MHC class II binding data.. Dataset: Peptide-MHC class II binding affinity with 134,281 pairs from IEDB (1) The peptide sequence is CCCYFGLFCLLNRYF. The MHC is DRB1_0101 with pseudo-sequence DRB1_0101. The binding affinity (normalized) is 0.390. (2) The peptide sequence is TLWQRPLVTIKIGGQLREAL. The MHC is DRB1_0404 with pseudo-sequence DRB1_0404. The binding affinity (normalized) is 0.204. (3) The peptide sequence is EVVKANGGYLAAGKL. The MHC is DRB1_0405 with pseudo-sequence DRB1_0405. The binding affinity (normalized) is 0.283. (4) The peptide sequence is SKEEKDTNGTDRAEI. The MHC is DRB4_0101 with pseudo-sequence DRB4_0103. The binding affinity (normalized) is 0.107.